This data is from Forward reaction prediction with 1.9M reactions from USPTO patents (1976-2016). The task is: Predict the product of the given reaction. (1) Given the reactants C(O[C@@:5]([C:20]1[CH:21]=[C:22]2[C:27](=[CH:28][CH:29]=1)[N:26]=[C:25]([O:30][CH3:31])[C:24]([CH2:32][C:33]1[CH:38]=[CH:37][C:36]([C:39]([F:42])([F:41])[F:40])=[CH:35][CH:34]=1)=[C:23]2[Cl:43])([C:12]1[C:13]([CH3:19])=[N:14][C:15]([CH3:18])=[CH:16][CH:17]=1)[C:6]1[N:10]([CH3:11])[N:9]=[N:8][CH:7]=1)(=O)C.[NH3:44].CO, predict the reaction product. The product is: [Cl:43][C:23]1[C:22]2[C:27](=[CH:28][CH:29]=[C:20]([C:5]([C:12]3[C:13]([CH3:19])=[N:14][C:15]([CH3:18])=[CH:16][CH:17]=3)([C:6]3[N:10]([CH3:11])[N:9]=[N:8][CH:7]=3)[NH2:44])[CH:21]=2)[N:26]=[C:25]([O:30][CH3:31])[C:24]=1[CH2:32][C:33]1[CH:34]=[CH:35][C:36]([C:39]([F:42])([F:40])[F:41])=[CH:37][CH:38]=1. (2) Given the reactants Cl.N[C:3]1[CH:11]=[CH:10][C:6]([C:7]([NH2:9])=[NH:8])=[CH:5][CH:4]=1.[Cl:12][C:13]1[CH:14]=[C:15]([CH:18]=[CH:19][CH:20]=1)[CH:16]=O.[CH2:21]1[C:29]2[C:24](=[CH:25][CH:26]=[CH:27][CH:28]=2)[CH:23]=[CH:22]1.[O-]S(C(F)(F)F)(=O)=O.[In+3].[O-]S(C(F)(F)F)(=O)=O.[O-]S(C(F)(F)F)(=O)=O.C(#[N:57])C, predict the reaction product. The product is: [Cl:12][C:13]1[CH:14]=[C:15]([CH:16]2[CH:22]3[CH2:23][C:24]4[C:29]([CH:21]3[C:3]3[C:4](=[CH:5][C:6]([C:7]([NH2:9])=[NH:8])=[CH:10][CH:11]=3)[NH:57]2)=[CH:28][CH:27]=[CH:26][CH:25]=4)[CH:18]=[CH:19][CH:20]=1. (3) Given the reactants C[N:2]1[C:11]2[C:6](=[CH:7][CH:8]=[C:9]3[CH:15]=[CH:14][CH:13]=[CH:12][C:10]3=2)[CH:5]=[CH:4][CH:3]1[OH:16].[N:17]1[C:26]2[C:21](=[CH:22][CH:23]=[C:24]3[CH:30]=[CH:29][CH:28]=[CH:27][C:25]3=2)[CH:20]=[CH:19][CH:18]=1.[CH2:31]1[CH2:37][S:34](=[O:36])(=[O:35])[O:33][CH2:32]1, predict the reaction product. The product is: [N:2]1[C:11]2[C:6](=[CH:7][CH:8]=[C:9]3[CH:15]=[CH:14][CH:13]=[CH:12][C:10]3=2)[CH:5]=[CH:4][CH:3]=1.[CH3:3][O:16][C:22]1[CH:23]=[C:24]2[CH:30]=[CH:29][CH:28]=[CH:27][C:25]2=[C:26]2[C:21]=1[CH:20]=[CH:19][CH2:18][N:17]2[CH2:32][CH2:31][CH2:37][S:34]([OH:33])(=[O:36])=[O:35]. (4) Given the reactants [F:1][C:2]1[C:3]([CH3:24])=[C:4]([CH:21]=[CH:22][CH:23]=1)[CH2:5][C:6]1[C:7]([C:15]2[CH:20]=[CH:19][CH:18]=[CH:17][CH:16]=2)=[C:8]2[N:13]([CH:14]=1)[CH:12]=[CH:11][CH:10]=[CH:9]2.N1C=CC=CC=1.[C:31](Cl)(Cl)=[O:32].C1(C)C=CC=CC=1.[C:42]([O:46][C:47]([N:49]1[CH2:54][CH2:53][NH:52][CH2:51][C@@H:50]1[CH2:55][CH2:56][O:57][Si:58]([C:61]([CH3:64])([CH3:63])[CH3:62])([CH3:60])[CH3:59])=[O:48])([CH3:45])([CH3:44])[CH3:43].C(N(CC)CC)C, predict the reaction product. The product is: [C:42]([O:46][C:47]([N:49]1[CH2:54][CH2:53][N:52]([C:31]([C:14]2[N:13]3[C:8]([CH:9]=[CH:10][CH:11]=[CH:12]3)=[C:7]([C:15]3[CH:16]=[CH:17][CH:18]=[CH:19][CH:20]=3)[C:6]=2[CH2:5][C:4]2[CH:21]=[CH:22][CH:23]=[C:2]([F:1])[C:3]=2[CH3:24])=[O:32])[CH2:51][C@@H:50]1[CH2:55][CH2:56][O:57][Si:58]([C:61]([CH3:64])([CH3:63])[CH3:62])([CH3:60])[CH3:59])=[O:48])([CH3:45])([CH3:44])[CH3:43]. (5) The product is: [F:18][C:14]1[C:13]([C:19]2[N:20]=[CH:21][CH:22]=[CH:23][N:24]=2)=[C:12]([C:10]([N:4]2[CH2:5][CH2:6][CH2:7][C@@H:8]([CH3:9])[C@H:3]2[CH2:2][NH:1][C:26]2[CH:31]=[CH:30][C:29]([C:32]([F:35])([F:34])[F:33])=[CH:28][N:27]=2)=[O:11])[CH:17]=[CH:16][CH:15]=1. Given the reactants [NH2:1][CH2:2][C@@H:3]1[C@H:8]([CH3:9])[CH2:7][CH2:6][CH2:5][N:4]1[C:10]([C:12]1[CH:17]=[CH:16][CH:15]=[C:14]([F:18])[C:13]=1[C:19]1[N:24]=[CH:23][CH:22]=[CH:21][N:20]=1)=[O:11].F[C:26]1[CH:31]=[CH:30][C:29]([C:32]([F:35])([F:34])[F:33])=[CH:28][N:27]=1, predict the reaction product. (6) Given the reactants [CH:1]([N:4]1[CH2:9][CH2:8][CH:7]([O:10][C:11]2[CH:12]=[C:13]3[C:17](=[CH:18][CH:19]=2)[NH:16][C:15]([C:20]([N:22]2[CH2:27][CH2:26][O:25][CH2:24][CH2:23]2)=[O:21])=[CH:14]3)[CH2:6][CH2:5]1)([CH3:3])[CH3:2].[CH3:28][C:29]1[CH:34]=[CH:33][C:32](B(O)O)=[CH:31][CH:30]=1, predict the reaction product. The product is: [CH:1]([N:4]1[CH2:5][CH2:6][CH:7]([O:10][C:11]2[CH:12]=[C:13]3[C:17](=[CH:18][CH:19]=2)[N:16]([C:32]2[CH:33]=[CH:34][C:29]([CH3:28])=[CH:30][CH:31]=2)[C:15]([C:20]([N:22]2[CH2:27][CH2:26][O:25][CH2:24][CH2:23]2)=[O:21])=[CH:14]3)[CH2:8][CH2:9]1)([CH3:3])[CH3:2].